Dataset: Catalyst prediction with 721,799 reactions and 888 catalyst types from USPTO. Task: Predict which catalyst facilitates the given reaction. (1) Reactant: [Br:1][C:2]1[CH:3]=[C:4]2[C:8](=[CH:9][CH:10]=1)[NH:7][C:6]([C:11]1[CH:16]=[CH:15][CH:14]=[CH:13][CH:12]=1)=[C:5]2[CH3:17].[CH3:18]I. Product: [Br:1][C:2]1[CH:3]=[C:4]2[C:8](=[CH:9][CH:10]=1)[N:7]([CH3:18])[C:6]([C:11]1[CH:16]=[CH:15][CH:14]=[CH:13][CH:12]=1)=[C:5]2[CH3:17]. The catalyst class is: 3. (2) Reactant: [F:1][C:2]1[CH:7]=[CH:6][C:5]([C:8]([NH:10][C@@H:11]([CH2:15][SH:16])[C:12]([OH:14])=[O:13])=[O:9])=[CH:4][CH:3]=1.C([O-])([O-])=O.[K+].[K+].Br[CH2:24][CH2:25][OH:26].Cl. Product: [F:1][C:2]1[CH:3]=[CH:4][C:5]([C:8]([NH:10][C@@H:11]([CH2:15][S:16][CH2:24][CH2:25][OH:26])[C:12]([OH:14])=[O:13])=[O:9])=[CH:6][CH:7]=1. The catalyst class is: 35. (3) Reactant: [F:1][C:2]([F:39])([F:38])[C:3]1[CH:4]=[C:5]([C@H:13]2[O:17][C:16](=[O:18])[N:15]([CH2:19][C:20]3[CH:25]=[C:24]([C:26]([F:29])([F:28])[F:27])[CH:23]=[CH:22][C:21]=3[C:30]3[S:31][CH:32]=[C:33]([CH2:35][OH:36])[N:34]=3)[C@H:14]2[CH3:37])[CH:6]=[C:7]([C:9]([F:12])([F:11])[F:10])[CH:8]=1. Product: [F:39][C:2]([F:1])([F:38])[C:3]1[CH:4]=[C:5]([C@H:13]2[O:17][C:16](=[O:18])[N:15]([CH2:19][C:20]3[CH:25]=[C:24]([C:26]([F:28])([F:29])[F:27])[CH:23]=[CH:22][C:21]=3[C:30]3[S:31][CH:32]=[C:33]([CH:35]=[O:36])[N:34]=3)[C@H:14]2[CH3:37])[CH:6]=[C:7]([C:9]([F:12])([F:11])[F:10])[CH:8]=1. The catalyst class is: 91. (4) Reactant: [CH3:1][C:2]1[CH:7]=[C:6]([F:8])[CH:5]=[CH:4][C:3]=1[OH:9].[Cl:10][CH2:11][C:12]([NH:14][CH2:15]O)=[O:13].S(=O)(=O)(O)O. Product: [Cl:10][CH2:11][C:12]([NH:14][CH2:15][C:4]1[CH:5]=[C:6]([F:8])[CH:7]=[C:2]([CH3:1])[C:3]=1[OH:9])=[O:13]. The catalyst class is: 15. (5) Reactant: [Cl:1][C:2]1[C:3]([NH:12][C:13]2[N:23]=[C:22]3[C:16]([N:17]([CH3:30])[C:18](=[O:29])[CH2:19][CH2:20][N:21]3[CH:24]3[CH2:28][CH2:27][CH2:26][CH2:25]3)=[CH:15][N:14]=2)=[CH:4][C:5]([F:11])=[C:6]([CH:10]=1)[C:7](O)=[O:8].[NH2:31][CH:32]1[CH2:37][CH2:36][N:35]([CH3:38])[CH2:34][CH2:33]1.CN(C(ON1N=NC2C=CC=NC1=2)=[N+](C)C)C.F[P-](F)(F)(F)(F)F.C(N(CC)C(C)C)(C)C. Product: [Cl:1][C:2]1[C:3]([NH:12][C:13]2[N:23]=[C:22]3[C:16]([N:17]([CH3:30])[C:18](=[O:29])[CH2:19][CH2:20][N:21]3[CH:24]3[CH2:28][CH2:27][CH2:26][CH2:25]3)=[CH:15][N:14]=2)=[CH:4][C:5]([F:11])=[C:6]([CH:10]=1)[C:7]([NH:31][CH:32]1[CH2:37][CH2:36][N:35]([CH3:38])[CH2:34][CH2:33]1)=[O:8]. The catalyst class is: 3.